From a dataset of Catalyst prediction with 721,799 reactions and 888 catalyst types from USPTO. Predict which catalyst facilitates the given reaction. (1) Reactant: [NH:1]1C=[CH:4][C:3]([C:6]([O:8][CH3:9])=[O:7])=[CH:2]1.[Cl:10]OC(C)(C)C.[CH2:16]([Cl:18])Cl. Product: [Cl:10][C:2]1[NH:1][C:16]([Cl:18])=[CH:4][C:3]=1[C:6]([O:8][CH3:9])=[O:7]. The catalyst class is: 389. (2) Reactant: C([NH:4][C@:5]1([C:22](NC(C)(C)C)=[O:23])[C@@H:9]([CH2:10][CH2:11][CH2:12][B:13]2[O:17]C(C)(C)C(C)(C)[O:14]2)[CH2:8][NH:7][CH2:6]1)(=O)C.Br[C:30]1[CH:31]=[N:32][CH:33]=[CH:34][C:35]=1[CH3:36].C1C=CC(P(C2C=CC3C(=CC=CC=3)C=2C2C3C(=CC=CC=3)C=CC=2P(C2C=CC=CC=2)C2C=CC=CC=2)C2C=CC=CC=2)=CC=1.CC(C)([O-:86])C.[Na+]. Product: [NH2:4][C@:5]1([C:22]([OH:23])=[O:86])[C@@H:9]([CH2:10][CH2:11][CH2:12][B:13]([OH:14])[OH:17])[CH2:8][N:7]([C:30]2[CH:31]=[N:32][CH:33]=[CH:34][C:35]=2[CH3:36])[CH2:6]1. The catalyst class is: 835. (3) Reactant: Cl.[CH2:2]([O:4][C:5](=[O:25])[C@@H:6]([CH3:24])[CH2:7][CH:8](N)[CH2:9][C:10]1[CH:15]=[CH:14][C:13]([C:16]2[CH:21]=[CH:20][CH:19]=[C:18](Cl)[CH:17]=2)=[CH:12][CH:11]=1)[CH3:3].CC[N:28](CC)CC.C(Cl)Cl.CN(C(O[N:44]1[N:52]=[N:51]C2C=CC=NC1=2)=[N+](C)C)C.F[P-](F)(F)(F)(F)F.[CH3:60][N:61]([CH:63]=[O:64])C. Product: [CH2:2]([O:4][C:5](=[O:25])[C@H:6]([CH3:24])[CH2:7][C@H:8]([C:63](=[O:64])[NH:61][C:60]1[NH:28][N:51]=[N:52][N:44]=1)[CH2:9][C:10]1[CH:15]=[CH:14][C:13]([C:16]2[CH:21]=[CH:20][CH:19]=[CH:18][CH:17]=2)=[CH:12][CH:11]=1)[CH3:3]. The catalyst class is: 45. (4) Reactant: BrC1[CH:3]=[C:4]2[C:9](=[CH:10]C=1)[N:8](C1CCC(=O)CC1)[CH2:7]CC2.CN1CCC(N2C3C(=CC(NC(C4SC=CC=4)=N)=CC=3)CC2)C1.O1CCN([CH2:48][CH2:49][N:50]2[C:59]3[C:54](=[CH:55][C:56]([NH:60][C:61]([C:63]4[S:64][CH:65]=[CH:66][CH:67]=4)=[NH:62])=[CH:57][CH:58]=3)[CH2:53][CH2:52][CH2:51]2)CC1.CN1CCC(N2CCCCC3C=C(NC(C4SC=CC=4)=N)C=CC2=3)C1. Product: [CH3:7][NH:8][CH:9]1[CH2:4][CH2:3][CH:49]([N:50]2[C:59]3[C:54](=[CH:55][C:56]([NH:60][C:61]([C:63]4[S:64][CH:65]=[CH:66][CH:67]=4)=[NH:62])=[CH:57][CH:58]=3)[CH2:53][CH2:52][CH2:51]2)[CH2:48][CH2:10]1. The catalyst class is: 240. (5) Reactant: [CH2:1]([O:3][C:4]([C:6]1[S:10][C:9]([N:11]([CH3:18])[C:12]2[CH:17]=[CH:16][CH:15]=[CH:14][CH:13]=2)=[N:8][C:7]=1[CH2:19]Br)=[O:5])[CH3:2].[CH2:21]([O:23][C:24](=[O:34])[CH2:25][NH:26][C:27]([O:29][C:30]([CH3:33])([CH3:32])[CH3:31])=[O:28])[CH3:22].[H-].[Na+]. Product: [CH2:1]([O:3][C:4]([C:6]1[S:10][C:9]([N:11]([CH3:18])[C:12]2[CH:17]=[CH:16][CH:15]=[CH:14][CH:13]=2)=[N:8][C:7]=1[CH2:19][N:26]([C:27]([O:29][C:30]([CH3:31])([CH3:33])[CH3:32])=[O:28])[CH2:25][C:24]([O:23][CH2:21][CH3:22])=[O:34])=[O:5])[CH3:2]. The catalyst class is: 9. (6) Reactant: [Cl:1][C:2]1[CH:7]=[CH:6][C:5]([NH:8][C:9]([C:11]2[CH:12]=[CH:13][C:14]([N:18]3[CH2:23][CH2:22][N:21](C(OC(C)(C)C)=O)[CH2:20][CH2:19]3)=[N:15][C:16]=2[CH3:17])=[O:10])=[CH:4][C:3]=1[C:31]1[CH:36]=[CH:35][CH:34]=[CH:33][N:32]=1.C(O)(C(F)(F)F)=O.O. Product: [Cl:1][C:2]1[CH:7]=[CH:6][C:5]([NH:8][C:9](=[O:10])[C:11]2[CH:12]=[CH:13][C:14]([N:18]3[CH2:23][CH2:22][NH:21][CH2:20][CH2:19]3)=[N:15][C:16]=2[CH3:17])=[CH:4][C:3]=1[C:31]1[CH:36]=[CH:35][CH:34]=[CH:33][N:32]=1. The catalyst class is: 13. (7) Reactant: [CH2:1]([C:3]1[S:7][C:6]([C:8]2[CH:13]=[CH:12][N:11]=[C:10]([CH2:14][CH3:15])[CH:9]=2)=[N:5][C:4]=1[OH:16])[CH3:2].[H-].[Na+].[F:19][C:20]([F:39])([F:38])[S:21](N([S:21]([C:20]([F:39])([F:38])[F:19])(=[O:23])=[O:22])C1C=CC=CC=1)(=[O:23])=[O:22]. Product: [CH2:1]([C:3]1[S:7][C:6]([C:8]2[CH:13]=[CH:12][N:11]=[C:10]([CH2:14][CH3:15])[CH:9]=2)=[N:5][C:4]=1[O:16][S:21]([C:20]([F:39])([F:38])[F:19])(=[O:23])=[O:22])[CH3:2]. The catalyst class is: 1. (8) Reactant: C(Cl)(Cl)[Cl:2].[F:5][C:6]1[CH:7]=[C:8]([CH:32]=[CH:33][C:34]=1[CH3:35])[CH2:9][NH:10][CH:11]1[CH2:16][CH2:15][N:14]([CH2:17][CH2:18][N:19]2[C:28]3[C:23](=[CH:24][CH:25]=[C:26]([O:29][CH3:30])[CH:27]=3)[N:22]=[CH:21][C:20]2=[O:31])[CH2:13][CH2:12]1.Cl.C(OCC)(=O)C. Product: [ClH:2].[F:5][C:6]1[CH:7]=[C:8]([CH:32]=[CH:33][C:34]=1[CH3:35])[CH2:9][NH:10][CH:11]1[CH2:16][CH2:15][N:14]([CH2:17][CH2:18][N:19]2[C:28]3[C:23](=[CH:24][CH:25]=[C:26]([O:29][CH3:30])[CH:27]=3)[N:22]=[CH:21][C:20]2=[O:31])[CH2:13][CH2:12]1. The catalyst class is: 13. (9) Reactant: [O:1]([CH2:8][CH2:9][C@@H:10]1[CH2:15][N:14]([C:16]([O:18][CH2:19][C:20]2[CH:25]=[CH:24][CH:23]=[CH:22][CH:21]=2)=[O:17])[CH2:13][CH2:12][N:11]1C(OC(C)(C)C)=O)[C:2]1[CH:7]=[CH:6][CH:5]=[CH:4][CH:3]=1.C(O)(C(F)(F)F)=O.C(=O)([O-])O.[Na+].C(=O)([O-])[O-].[K+].[K+]. Product: [O:1]([CH2:8][CH2:9][C@H:10]1[NH:11][CH2:12][CH2:13][N:14]([C:16]([O:18][CH2:19][C:20]2[CH:21]=[CH:22][CH:23]=[CH:24][CH:25]=2)=[O:17])[CH2:15]1)[C:2]1[CH:3]=[CH:4][CH:5]=[CH:6][CH:7]=1. The catalyst class is: 4. (10) Reactant: [N:1]1[C:10]2[C:5](=[CH:6][CH:7]=[C:8]([OH:11])[CH:9]=2)[CH:4]=[CH:3][CH:2]=1.[CH3:12][C:13]([O:16][CH3:17])([CH3:15])[CH3:14].CC[O:20]C(C)=O. Product: [C:17](=[O:20])([O:11][C:8]1[CH:9]=[C:10]2[C:5]([CH:4]=[CH:3][CH:2]=[N:1]2)=[CH:6][CH:7]=1)[O:16][C:13]([CH3:15])([CH3:14])[CH3:12]. The catalyst class is: 239.